This data is from Full USPTO retrosynthesis dataset with 1.9M reactions from patents (1976-2016). The task is: Predict the reactants needed to synthesize the given product. Given the product [Cl:1][C:2]1[CH:3]=[CH:4][C:5]([N:38]2[CH:42]=[N:41][N:40]=[N:39]2)=[C:6]([C:8]2[CH:16]=[C:15]3[N:11]([C@H:12]([C:17]4[NH:18][C:19]([C:22]5[CH:27]=[CH:26][C:25]([NH:28][C:29](=[O:36])[CH2:30][CH2:31][CH2:32][C:33]([NH:48][CH3:47])=[O:34])=[CH:24][CH:23]=5)=[CH:20][N:21]=4)[CH2:13][CH2:14]3)[C:10](=[O:37])[CH:9]=2)[CH:7]=1, predict the reactants needed to synthesize it. The reactants are: [Cl:1][C:2]1[CH:3]=[CH:4][C:5]([N:38]2[CH:42]=[N:41][N:40]=[N:39]2)=[C:6]([C:8]2[CH:16]=[C:15]3[N:11]([C@H:12]([C:17]4[NH:18][C:19]([C:22]5[CH:27]=[CH:26][C:25]([NH:28][C:29](=[O:36])[CH2:30][CH2:31][CH2:32][C:33](O)=[O:34])=[CH:24][CH:23]=5)=[CH:20][N:21]=4)[CH2:13][CH2:14]3)[C:10](=[O:37])[CH:9]=2)[CH:7]=1.C(O)=O.Cl.[CH3:47][NH2:48].